Dataset: Peptide-MHC class I binding affinity with 185,985 pairs from IEDB/IMGT. Task: Regression. Given a peptide amino acid sequence and an MHC pseudo amino acid sequence, predict their binding affinity value. This is MHC class I binding data. (1) The peptide sequence is ERYFRIHSL. The MHC is HLA-A23:01 with pseudo-sequence HLA-A23:01. The binding affinity (normalized) is 0.0589. (2) The peptide sequence is YRTAVCGLY. The MHC is HLA-B73:01 with pseudo-sequence HLA-B73:01. The binding affinity (normalized) is 0.182.